This data is from Peptide-MHC class I binding affinity with 185,985 pairs from IEDB/IMGT. The task is: Regression. Given a peptide amino acid sequence and an MHC pseudo amino acid sequence, predict their binding affinity value. This is MHC class I binding data. (1) The binding affinity (normalized) is 0.666. The peptide sequence is YLVAYKATV. The MHC is HLA-A02:06 with pseudo-sequence HLA-A02:06. (2) The peptide sequence is MPFDPSELV. The MHC is HLA-B57:01 with pseudo-sequence HLA-B57:01. The binding affinity (normalized) is 0.0847. (3) The peptide sequence is IFMRDWNSK. The MHC is HLA-A31:01 with pseudo-sequence HLA-A31:01. The binding affinity (normalized) is 0.164.